This data is from Catalyst prediction with 721,799 reactions and 888 catalyst types from USPTO. The task is: Predict which catalyst facilitates the given reaction. (1) Reactant: [C:1]([O-:4])([O-])=O.[Cs+].[Cs+].[Cl:7][C:8]1[C:23]([Cl:24])=[CH:22][C:11]([C:12]([NH:14][C:15]2[CH:20]=[CH:19][NH:18][C:17](=[O:21])[CH:16]=2)=[O:13])=[C:10](F)[CH:9]=1.[F:26][C:27]1[CH:32]=[CH:31][C:30]([OH:33])=[CH:29][C:28]=1OC. Product: [Cl:7][C:8]1[C:23]([Cl:24])=[CH:22][C:11]([C:12]([NH:14][C:15]2[CH:20]=[CH:19][NH:18][C:17](=[O:21])[CH:16]=2)=[O:13])=[C:10]([O:33][C:30]2[CH:31]=[CH:32][C:27]([F:26])=[CH:28][C:29]=2[O:4][CH3:1])[CH:9]=1. The catalyst class is: 37. (2) Reactant: [Cl:1][C:2]1[CH:7]=[CH:6][C:5]([CH2:8][CH2:9][C:10]([NH:12][CH3:13])=[O:11])=[CH:4][C:3]=1[CH:14]=O.[CH:16]1([NH2:19])[CH2:18][CH2:17]1.[BH4-].[Na+]. Product: [Cl:1][C:2]1[CH:7]=[CH:6][C:5]([CH2:8][CH2:9][C:10]([NH:12][CH3:13])=[O:11])=[CH:4][C:3]=1[CH2:14][NH:19][CH:16]1[CH2:18][CH2:17]1. The catalyst class is: 5.